From a dataset of Full USPTO retrosynthesis dataset with 1.9M reactions from patents (1976-2016). Predict the reactants needed to synthesize the given product. (1) Given the product [Cl:35][C:14]1[N:13]=[C:12]2[C:17]([N:18]=[CH:19][N:11]2[C@@H:9]2[CH2:10][C@H:6]([N:40]3[CH:39]=[C:38]([CH3:37])[CH:42]=[N:41]3)[CH:7]=[CH:8]2)=[C:16]([NH:20][CH2:21][CH:22]([C:23]2[CH:28]=[CH:27][CH:26]=[CH:25][CH:24]=2)[C:29]2[CH:34]=[CH:33][CH:32]=[CH:31][CH:30]=2)[N:15]=1, predict the reactants needed to synthesize it. The reactants are: C(OC(=O)O[C@H:6]1[CH2:10][C@@H:9]([N:11]2[CH:19]=[N:18][C:17]3[C:12]2=[N:13][C:14]([Cl:35])=[N:15][C:16]=3[NH:20][CH2:21][CH:22]([C:29]2[CH:34]=[CH:33][CH:32]=[CH:31][CH:30]=2)[C:23]2[CH:28]=[CH:27][CH:26]=[CH:25][CH:24]=2)[CH:8]=[CH:7]1)C.[CH3:37][C:38]1[CH:39]=[N:40][NH:41][CH:42]=1.C1(P(C2C=CC=CC=2)C2C=CC=CC=2)C=CC=CC=1. (2) Given the product [CH3:1][O:2][C:3]1[CH:10]=[C:9]([O:11][CH2:12][CH2:13][O:14][CH2:15][CH2:16][O:17][CH3:18])[C:8]([C:19]2[S:20][CH:21]=[CH:22][CH:23]=2)=[CH:7][C:4]=1/[CH:5]=[CH:25]/[C:24]([C:27]1[CH:35]=[CH:34][C:30]([C:31]([OH:33])=[O:32])=[CH:29][CH:28]=1)=[O:26], predict the reactants needed to synthesize it. The reactants are: [CH3:1][O:2][C:3]1[CH:10]=[C:9]([O:11][CH2:12][CH2:13][O:14][CH2:15][CH2:16][O:17][CH3:18])[C:8]([C:19]2[S:20][CH:21]=[CH:22][CH:23]=2)=[CH:7][C:4]=1[CH:5]=O.[C:24]([C:27]1[CH:35]=[CH:34][C:30]([C:31]([OH:33])=[O:32])=[CH:29][CH:28]=1)(=[O:26])[CH3:25]. (3) The reactants are: [CH3:1][O:2][C:3](=[O:11])[C:4]1[CH:9]=[CH:8][C:7]([OH:10])=[CH:6][CH:5]=1.[CH3:12][C:13]([O:15][C@@H:16]1[CH:20]=[CH:19][C@H:18](O)[CH2:17]1)=[O:14].C1(P(C2C=CC=CC=2)C2C=CC=CC=2)C=CC=CC=1.CC(OC(/N=N/C(OC(C)C)=O)=O)C. Given the product [CH3:1][O:2][C:3](=[O:11])[C:4]1[CH:9]=[CH:8][C:7]([O:10][C@H:19]2[CH2:20][C@H:16]([O:15][C:13](=[O:14])[CH3:12])[CH:17]=[CH:18]2)=[CH:6][CH:5]=1, predict the reactants needed to synthesize it.